This data is from Full USPTO retrosynthesis dataset with 1.9M reactions from patents (1976-2016). The task is: Predict the reactants needed to synthesize the given product. (1) Given the product [CH2:21]([O:20][C:18]([N:14]1[CH2:10][CH2:11][CH:12]=[C:13]([CH2:8][O:31][C:28](=[O:30])[CH3:29])[CH2:16]1)=[O:19])[C:22]1[CH:27]=[CH:26][CH:25]=[CH:24][CH:23]=1, predict the reactants needed to synthesize it. The reactants are: CN(C1C2[C:10]([N:14]([CH3:16])C)=[CH:11][CH:12]=[CH:13][C:8]=2C=CC=1)C.Cl[C:18]([O:20][CH2:21][C:22]1[CH:27]=[CH:26][CH:25]=[CH:24][CH:23]=1)=[O:19].[C:28]([O:31]CC)(=[O:30])[CH3:29]. (2) Given the product [Br:1][C:2]1[N:3]=[C:4]([O:9][CH3:10])[C:5]([NH:8][S:19]([C:14]2[CH:13]=[C:12]([Cl:11])[CH:17]=[C:16]([Cl:18])[CH:15]=2)(=[O:21])=[O:20])=[N:6][CH:7]=1, predict the reactants needed to synthesize it. The reactants are: [Br:1][C:2]1[N:3]=[C:4]([O:9][CH3:10])[C:5]([NH2:8])=[N:6][CH:7]=1.[Cl:11][C:12]1[CH:13]=[C:14]([S:19](Cl)(=[O:21])=[O:20])[CH:15]=[C:16]([Cl:18])[CH:17]=1.